The task is: Predict the product of the given reaction.. This data is from Forward reaction prediction with 1.9M reactions from USPTO patents (1976-2016). (1) Given the reactants [C:1]([O:11][CH:12]([CH3:14])[CH3:13])(=[O:10])/[CH:2]=[CH:3]/[C:4]([O:6][CH:7]([CH3:9])[CH3:8])=[O:5].[C:15]([O:24][CH2:25][CH3:26])(=[O:23])/[CH:16]=[CH:17]/[C:18]([O:20][CH2:21][CH3:22])=[O:19].[C:27]([NH:31][C:32](=[O:36])[C:33]([CH3:35])=[CH2:34])([CH3:30])([CH3:29])[CH3:28].CCCCCC, predict the reaction product. The product is: [C:4]([O:6][CH:7]([CH3:9])[CH3:8])(=[O:5])/[CH:3]=[CH:2]/[C:1]([O:11][CH:12]([CH3:14])[CH3:13])=[O:10].[C:18]([O:20][CH2:21][CH3:22])(=[O:19])/[CH:17]=[CH:16]/[C:15]([O:24][CH2:25][CH3:26])=[O:23].[C:27]([NH:31][C:32](=[O:36])[C:33]([CH3:35])=[CH2:34])([CH3:30])([CH3:29])[CH3:28]. (2) Given the reactants O=P(Cl)(Cl)Cl.[CH:6]1[C:7]([C:15]([O:17][CH2:18][CH3:19])=[O:16])=[CH:8][N:9]2[C:14]=1[CH:13]=[CH:12][CH:11]=[CH:10]2.CN([CH:23]=[O:24])C, predict the reaction product. The product is: [CH:23]([C:8]1[N:9]2[C:14]([CH:13]=[CH:12][CH:11]=[CH:10]2)=[CH:6][C:7]=1[C:15]([O:17][CH2:18][CH3:19])=[O:16])=[O:24]. (3) Given the reactants C[O:2][C:3]1[CH:8]=[CH:7][C:6]([C:9](=[O:15])[CH2:10][C:11]([O:13][CH3:14])=[O:12])=[CH:5][CH:4]=1.B(Br)(Br)Br, predict the reaction product. The product is: [OH:2][C:3]1[CH:4]=[CH:5][C:6]([C:9](=[O:15])[CH2:10][C:11]([O:13][CH3:14])=[O:12])=[CH:7][CH:8]=1. (4) The product is: [C:1]([O:5][C:6](=[O:19])[NH:7][C:8]1[CH:13]=[C:12]([O:14][CH3:15])[C:11]([CH3:16])=[C:10]([O:17][CH3:18])[C:9]=1[Br:27])([CH3:4])([CH3:3])[CH3:2]. Given the reactants [C:1]([O:5][C:6](=[O:19])[NH:7][C:8]1[CH:13]=[C:12]([O:14][CH3:15])[C:11]([CH3:16])=[C:10]([O:17][CH3:18])[CH:9]=1)([CH3:4])([CH3:3])[CH3:2].C1C(=O)N([Br:27])C(=O)C1.CC(N=NC(C#N)(C)C)(C#N)C, predict the reaction product. (5) The product is: [F:28][C:21]1[CH:22]=[CH:23][CH:24]=[C:25]([O:26][CH3:27])[C:20]=1[CH2:19][N:5]1[CH2:6][CH2:7][CH2:8][CH:9]([NH:10][C:11](=[O:17])[O:12][C:13]([CH3:14])([CH3:16])[CH3:15])[C:4]1=[O:3]. Given the reactants [H-].[Na+].[O:3]=[C:4]1[CH:9]([NH:10][C:11](=[O:17])[O:12][C:13]([CH3:16])([CH3:15])[CH3:14])[CH2:8][CH2:7][CH2:6][NH:5]1.Br[CH2:19][C:20]1[C:25]([O:26][CH3:27])=[CH:24][CH:23]=[CH:22][C:21]=1[F:28], predict the reaction product. (6) Given the reactants [CH3:1][C:2]1[CH:7]=[CH:6][C:5]([N+:8]([O-:10])=[O:9])=[CH:4][C:3]=1[C:11]([F:14])([F:13])[F:12].[Br:15]N1C(=O)CCC1=O.CC(N=NC(C#N)(C)C)(C#N)C, predict the reaction product. The product is: [Br:15][CH2:1][C:2]1[CH:7]=[CH:6][C:5]([N+:8]([O-:10])=[O:9])=[CH:4][C:3]=1[C:11]([F:12])([F:13])[F:14]. (7) Given the reactants [N+:1]([C:4]1[CH:5]=[C:6]([CH:10]=[CH:11][CH:12]=1)[C:7](Cl)=[O:8])([O-:3])=[O:2].[CH3:13][NH:14][CH:15]1[CH2:20][CH2:19][CH2:18][CH2:17][CH2:16]1.C(N(CC)C(C)C)(C)C, predict the reaction product. The product is: [CH:15]1([N:14]([CH3:13])[C:7](=[O:8])[C:6]2[CH:10]=[CH:11][CH:12]=[C:4]([N+:1]([O-:3])=[O:2])[CH:5]=2)[CH2:20][CH2:19][CH2:18][CH2:17][CH2:16]1.